From a dataset of Full USPTO retrosynthesis dataset with 1.9M reactions from patents (1976-2016). Predict the reactants needed to synthesize the given product. (1) Given the product [Cl:16][C:14]1[N:10]([CH2:9][N:7]2[CH2:8][CH:4]([CH2:1][CH2:2][CH3:3])[CH2:5][C:6]2=[O:15])[CH:11]=[CH:12][CH:13]=1, predict the reactants needed to synthesize it. The reactants are: [CH2:1]([CH:4]1[CH2:8][N:7]([CH2:9][N:10]2[CH:14]=[CH:13][CH:12]=[CH:11]2)[C:6](=[O:15])[CH2:5]1)[CH2:2][CH3:3].[Cl:16]N1C(=O)CCC1=O.C(Cl)(Cl)(Cl)Cl. (2) Given the product [CH3:1][O:2][C:3](=[O:25])[C:4]1[CH:9]=[C:8]([NH:39][CH:36]2[CH2:35][CH2:34][N:33]([C:31]([O:30][C:26]([CH3:29])([CH3:28])[CH3:27])=[O:32])[CH2:38][CH2:37]2)[CH:7]=[N:6][C:5]=1[O:11][C:12]1[CH:17]=[CH:16][C:15]([O:18][C:19]2[CH:24]=[CH:23][CH:22]=[CH:21][CH:20]=2)=[CH:14][CH:13]=1, predict the reactants needed to synthesize it. The reactants are: [CH3:1][O:2][C:3](=[O:25])[C:4]1[CH:9]=[C:8](I)[CH:7]=[N:6][C:5]=1[O:11][C:12]1[CH:17]=[CH:16][C:15]([O:18][C:19]2[CH:24]=[CH:23][CH:22]=[CH:21][CH:20]=2)=[CH:14][CH:13]=1.[C:26]([O:30][C:31]([N:33]1[CH2:38][CH2:37][CH:36]([NH2:39])[CH2:35][CH2:34]1)=[O:32])([CH3:29])([CH3:28])[CH3:27]. (3) Given the product [F:47][C:31]1[CH:30]=[C:29]([NH:28][C:7]([C:2]2[CH:3]=[N:4][CH:5]=[CH:6][N:1]=2)=[O:9])[CH:34]=[CH:33][C:32]=1[CH:35]1[CH2:39][CH2:38][CH2:37][N:36]1[C:40]([O:42][C:43]([CH3:46])([CH3:45])[CH3:44])=[O:41], predict the reactants needed to synthesize it. The reactants are: [N:1]1[CH:6]=[CH:5][N:4]=[CH:3][C:2]=1[C:7]([OH:9])=O.Cl.CN(C)CCCN=C=NCC.N1C=CC=CC=1.[NH2:28][C:29]1[CH:34]=[CH:33][C:32]([CH:35]2[CH2:39][CH2:38][CH2:37][N:36]2[C:40]([O:42][C:43]([CH3:46])([CH3:45])[CH3:44])=[O:41])=[C:31]([F:47])[CH:30]=1. (4) Given the product [C:61]([C:59]1[O:60][C:56]([CH2:55][C:52]2[S:53][CH:54]=[C:50]([NH:49][C:14]([C:10]3[N:11]=[CH:12][O:13][C:9]=3[C:3]3[CH:4]=[CH:5][CH:6]=[CH:7][CH:8]=3)=[O:16])[N:51]=2)=[CH:57][CH:58]=1)(=[O:63])[CH3:62], predict the reactants needed to synthesize it. The reactants are: N#N.[C:3]1([C:9]2[O:13][CH:12]=[N:11][C:10]=2[C:14]([OH:16])=O)[CH:8]=[CH:7][CH:6]=[CH:5][CH:4]=1.C1C=CC2N(O)N=NC=2C=1.CCN=C=NCCCN(C)C.Cl.CCN(C(C)C)C(C)C.Cl.[NH2:49][C:50]1[N:51]=[C:52]([CH2:55][C:56]2[O:60][C:59]([C:61](=[O:63])[CH3:62])=[CH:58][CH:57]=2)[S:53][CH:54]=1. (5) Given the product [Cl:1][C:2]1[CH:8]=[CH:7][C:5]([NH:6][CH2:14][C:15]([OH:17])=[O:16])=[CH:4][C:3]=1[C:9]([F:10])([F:11])[F:12].[CH2:30]([N:28]([C:29]1[CH:7]=[CH:8][C:2]([Cl:1])=[C:3]([C:9]([F:12])([F:10])[F:11])[CH:4]=1)[CH2:27][C:20]([OH:23])=[O:21])[CH3:14], predict the reactants needed to synthesize it. The reactants are: [Cl:1][C:2]1[CH:8]=[CH:7][C:5]([NH2:6])=[CH:4][C:3]=1[C:9]([F:12])([F:11])[F:10].Br[CH2:14][C:15]([O:17]CC)=[O:16].[C:20]([O-:23])([O-])=[O:21].[K+].[K+].O.[CH3:27][N:28]([CH:30]=O)[CH3:29]. (6) Given the product [ClH:35].[NH2:7][C@H:8]([C@@H:10]1[CH2:14][CH2:13][N:12]([C:15]2[C:24]([O:25][CH2:26][F:27])=[C:23]3[C:18]([C:19](=[O:32])[NH:20][C:21](=[O:31])[N:22]3[CH:28]3[CH2:30][CH2:29]3)=[CH:17][C:16]=2[F:33])[CH2:11]1)[CH3:9], predict the reactants needed to synthesize it. The reactants are: C(OC(=O)[NH:7][C@H:8]([C@@H:10]1[CH2:14][CH2:13][N:12]([C:15]2[C:24]([O:25][CH2:26][F:27])=[C:23]3[C:18]([C:19](=[O:32])[NH:20][C:21](=[O:31])[N:22]3[CH:28]3[CH2:30][CH2:29]3)=[CH:17][C:16]=2[F:33])[CH2:11]1)[CH3:9])(C)(C)C.[ClH:35].